From a dataset of Peptide-MHC class I binding affinity with 185,985 pairs from IEDB/IMGT. Regression. Given a peptide amino acid sequence and an MHC pseudo amino acid sequence, predict their binding affinity value. This is MHC class I binding data. The peptide sequence is YVDRFYKTL. The MHC is HLA-A23:01 with pseudo-sequence HLA-A23:01. The binding affinity (normalized) is 0.154.